This data is from Forward reaction prediction with 1.9M reactions from USPTO patents (1976-2016). The task is: Predict the product of the given reaction. (1) Given the reactants [F:1][CH:2]([F:27])[O:3][C:4]1[CH:9]=[CH:8][C:7]([C:10]2[O:11][CH:12]=[C:13]([CH2:15][NH:16][C:17](=[O:25])[C:18]3[C:23]([CH3:24])=[CH:22][CH:21]=[CH:20][N:19]=3)[N:14]=2)=[CH:6][C:5]=1[OH:26].Br[CH2:29][CH2:30][CH:31]=[CH2:32], predict the reaction product. The product is: [CH2:32]([O:26][C:5]1[CH:6]=[C:7]([C:10]2[O:11][CH:12]=[C:13]([CH2:15][NH:16][C:17](=[O:25])[C:18]3[C:23]([CH3:24])=[CH:22][CH:21]=[CH:20][N:19]=3)[N:14]=2)[CH:8]=[CH:9][C:4]=1[O:3][CH:2]([F:1])[F:27])[CH2:31][CH:30]=[CH2:29]. (2) Given the reactants [H-].[Al+3].[Li+].[H-].[H-].[H-].[CH2:7]1[C:15]2[C:10](=[CH:11][C:12]([C:16](O)=[O:17])=[CH:13][CH:14]=2)[CH2:9][CH2:8]1, predict the reaction product. The product is: [CH2:7]1[C:15]2[C:10](=[CH:11][C:12]([CH2:16][OH:17])=[CH:13][CH:14]=2)[CH2:9][CH2:8]1. (3) Given the reactants [O:1]=[S:2]1(=[O:17])[CH2:6][CH2:5][CH2:4][N:3]1[C:7]1[CH:15]=[CH:14][C:10]([C:11]([OH:13])=O)=[C:9]([CH3:16])[CH:8]=1.[CH:18]1([C:21]2[C:22]([N:30]3[CH2:35][CH2:34][NH:33][CH2:32][CH2:31]3)=[N:23][CH:24]=[C:25]([CH:27]3[CH2:29][CH2:28]3)[CH:26]=2)[CH2:20][CH2:19]1, predict the reaction product. The product is: [CH:18]1([C:21]2[C:22]([N:30]3[CH2:31][CH2:32][N:33]([C:11]([C:10]4[CH:14]=[CH:15][C:7]([N:3]5[CH2:4][CH2:5][CH2:6][S:2]5(=[O:1])=[O:17])=[CH:8][C:9]=4[CH3:16])=[O:13])[CH2:34][CH2:35]3)=[N:23][CH:24]=[C:25]([CH:27]3[CH2:29][CH2:28]3)[CH:26]=2)[CH2:19][CH2:20]1. (4) Given the reactants Br[C:2]1[CH:3]=[N:4][CH:5]=[C:6]2[C:11]=1[N:10]=[C:9]([C:12]([O:14][CH3:15])=[O:13])[CH:8]=[CH:7]2.[Br-].[CH2:17]([Zn+])[CH:18]([CH3:20])[CH3:19].O1C[CH2:25][CH2:24][CH2:23]1, predict the reaction product. The product is: [CH2:17]([C:2]1[CH:3]=[N:4][CH:5]=[C:6]2[C:11]=1[N:10]=[C:9]([C:12]([O:14][CH2:15][CH:24]([CH3:25])[CH3:23])=[O:13])[CH:8]=[CH:7]2)[CH:18]([CH3:20])[CH3:19].